This data is from Catalyst prediction with 721,799 reactions and 888 catalyst types from USPTO. The task is: Predict which catalyst facilitates the given reaction. (1) Reactant: CO[C:3](=[O:20])[C:4]1[CH:9]=[C:8]([N+:10]([O-:12])=[O:11])[CH:7]=[CH:6][C:5]=1[NH:13][C:14](=[O:19])[CH2:15][C:16](=[O:18])[CH3:17].C[O-].[Na+]. Product: [C:16]([CH:15]1[C:3](=[O:20])[C:4]2[C:5](=[CH:6][CH:7]=[C:8]([N+:10]([O-:12])=[O:11])[CH:9]=2)[NH:13][C:14]1=[O:19])(=[O:18])[CH3:17]. The catalyst class is: 5. (2) The catalyst class is: 5. Reactant: C[O-].[Na+].[NH:4]1[C:12]2[C:7](=[CH:8][CH:9]=[CH:10][CH:11]=2)[C:6]([C@@H:13]2[C:21]3[C:16](=[CH:17][CH:18]=[CH:19][CH:20]=3)[C@H:15]([O:22]C(=O)CCC)[CH2:14]2)=[CH:5]1.[NH4+].[Cl-].O. Product: [NH:4]1[C:12]2[C:7](=[CH:8][CH:9]=[CH:10][CH:11]=2)[C:6]([C@@H:13]2[C:21]3[C:16](=[CH:17][CH:18]=[CH:19][CH:20]=3)[C@H:15]([OH:22])[CH2:14]2)=[CH:5]1. (3) Reactant: [Br:1][C:2]1[CH:3]=[CH:4][CH:5]=[C:6]2[C:10]=1[NH:9][CH:8]=[CH:7]2.[C:11]([O:15][C:16]([N:18]1[CH2:23][CH2:22][C:21](=O)[CH2:20][CH2:19]1)=[O:17])([CH3:14])([CH3:13])[CH3:12].N1CCCC1. Product: [C:11]([O:15][C:16]([N:18]1[CH2:19][CH:20]=[C:21]([C:7]2[C:6]3[C:10](=[C:2]([Br:1])[CH:3]=[CH:4][CH:5]=3)[NH:9][CH:8]=2)[CH2:22][CH2:23]1)=[O:17])([CH3:14])([CH3:12])[CH3:13]. The catalyst class is: 8. (4) Product: [F:36][C:37]([F:42])([F:41])[C:38]([OH:40])=[O:39].[Cl:19][C:17]1[CH:16]=[CH:15][C:14]([F:20])=[C:13]([CH:12]2[C:11]([C:23]3[CH:28]=[CH:27][C:26]([Cl:29])=[CH:25][C:24]=3[F:30])([C:21]#[N:22])[CH:10]([CH2:31][C:32]([CH3:34])([CH3:35])[CH3:33])[NH:9][CH:8]2[C:6]([OH:7])=[O:5])[CH:18]=1. Reactant: C([O:5][C:6]([CH:8]1[CH:12]([C:13]2[CH:18]=[C:17]([Cl:19])[CH:16]=[CH:15][C:14]=2[F:20])[C:11]([C:23]2[CH:28]=[CH:27][C:26]([Cl:29])=[CH:25][C:24]=2[F:30])([C:21]#[N:22])[CH:10]([CH2:31][C:32]([CH3:35])([CH3:34])[CH3:33])[NH:9]1)=[O:7])(C)(C)C.[F:36][C:37]([F:42])([F:41])[C:38]([OH:40])=[O:39]. The catalyst class is: 4. (5) Reactant: Br[C:2]1[CH:7]=[CH:6][C:5]([OH:8])=[C:4]([C:9]([N:11]2[CH2:19][C:18]3[C:13](=[CH:14][CH:15]=[CH:16][CH:17]=3)[CH2:12]2)=[O:10])[CH:3]=1.[C:20]1(B(O)O)[CH:25]=[CH:24][CH:23]=[CH:22][CH:21]=1.N#N. Product: [CH2:12]1[C:13]2[C:18](=[CH:17][CH:16]=[CH:15][CH:14]=2)[CH2:19][N:11]1[C:9]([C:4]1[CH:3]=[C:2]([C:20]2[CH:25]=[CH:24][CH:23]=[CH:22][CH:21]=2)[CH:7]=[CH:6][C:5]=1[OH:8])=[O:10]. The catalyst class is: 438. (6) Reactant: [CH:1]1([N:5]2[C:13]3[C:8](=[CH:9][CH:10]=[C:11]([CH:14]4[CH2:16][CH2:15]4)[CH:12]=3)[C:7]([C:17]#[N:18])=[CH:6]2)[CH2:4][CH2:3][CH2:2]1.[B:19](OC(C)C)([O:24]C(C)C)[O:20]C(C)C.[Li+].CC([N-]C(C)C)C. Product: [C:17]([C:7]1[C:8]2[C:13](=[CH:12][C:11]([CH:14]3[CH2:16][CH2:15]3)=[CH:10][CH:9]=2)[N:5]([CH:1]2[CH2:4][CH2:3][CH2:2]2)[C:6]=1[B:19]([OH:24])[OH:20])#[N:18]. The catalyst class is: 1.